This data is from Rat liver microsome stability data. The task is: Regression/Classification. Given a drug SMILES string, predict its absorption, distribution, metabolism, or excretion properties. Task type varies by dataset: regression for continuous measurements (e.g., permeability, clearance, half-life) or binary classification for categorical outcomes (e.g., BBB penetration, CYP inhibition). Dataset: rlm. The compound is CC1(C)CC2CC(C)(CN2S(=O)(=O)c2ccc(C(=O)Nc3ccc(Cl)cc3)cc2)C1. The result is 1 (stable in rat liver microsomes).